From a dataset of Full USPTO retrosynthesis dataset with 1.9M reactions from patents (1976-2016). Predict the reactants needed to synthesize the given product. (1) Given the product [NH3:11].[OH:8][C@H:9]([C:25]1[CH:30]=[CH:29][C:28]([OH:31])=[C:27]([CH2:32][OH:33])[CH:26]=1)[CH2:10][NH:11][C@H:12]([CH3:24])[CH2:13][C:14]1[CH:19]=[CH:18][C:17]([CH2:63][C:62]([NH:59][CH2:60][CH2:61][C:48]2[CH:56]=[CH:52][CH:51]=[CH:50][CH:49]=2)=[O:65])=[CH:16][CH:15]=1, predict the reactants needed to synthesize it. The reactants are: [Si]([O:8][C@H:9]([C:25]1[CH:30]=[CH:29][C:28]([OH:31])=[C:27]([CH2:32][OH:33])[CH:26]=1)[CH2:10][NH:11][C@H:12]([CH3:24])[CH2:13][C:14]1[CH:15]=[C:16](CC(O)=O)[CH:17]=[CH:18][CH:19]=1)(C(C)(C)C)(C)C.Cl.CN(C)CCCN=C=NCC.O.O[C:48]1[C:56]2N=NN[C:52]=2[CH:51]=[CH:50][CH:49]=1.C([N:59]([CH2:62][CH3:63])[CH2:60][CH3:61])C.C[O:65]C1C=CC=C(OC)C=1CN. (2) Given the product [CH2:10]([O:8][C:1](=[O:9])[CH:2]([CH2:4][C:5]([O:7][CH2:10][CH:11]([CH3:14])[CH3:12])=[O:6])[OH:3])[CH:11]([CH3:14])[CH3:12], predict the reactants needed to synthesize it. The reactants are: [C:1]([OH:9])(=[O:8])[CH:2]([CH2:4][C:5]([OH:7])=[O:6])[OH:3].[CH3:10][CH:11]([CH3:14])[CH2:12]O. (3) Given the product [CH2:31]([N:33]([CH2:37][CH3:38])[CH2:34][CH2:35][NH:36][C:27]([C:23]1[C:22]([CH3:30])=[C:21]([CH:20]=[C:14]2[C:13]3[C:17](=[CH:18][C:10]([NH:9][C:1](=[O:8])[C:2]4[CH:7]=[CH:6][CH:5]=[CH:4][CH:3]=4)=[CH:11][CH:12]=3)[NH:16][C:15]2=[O:19])[NH:25][C:24]=1[CH3:26])=[O:29])[CH3:32], predict the reactants needed to synthesize it. The reactants are: [C:1]([NH:9][C:10]1[CH:18]=[C:17]2[C:13]([C:14](=[CH:20][C:21]3[NH:25][C:24]([CH3:26])=[C:23]([C:27]([OH:29])=O)[C:22]=3[CH3:30])[C:15](=[O:19])[NH:16]2)=[CH:12][CH:11]=1)(=[O:8])[C:2]1[CH:7]=[CH:6][CH:5]=[CH:4][CH:3]=1.[CH2:31]([N:33]([CH2:37][CH3:38])[CH2:34][CH2:35][NH2:36])[CH3:32].C(N(CC)C(C)C)(C)C.CN(C(ON1N=NC2C=CC=NC1=2)=[N+](C)C)C.F[P-](F)(F)(F)(F)F. (4) The reactants are: [Br:1][C:2]1[CH:7]=[CH:6][CH:5]=[CH:4][C:3]=1[NH:8][C:9](=[O:18])[CH:10]=[CH:11]C1C=CC=CC=1.[Cl-].[Al+3].[Cl-].[Cl-]. Given the product [Br:1][C:2]1[CH:7]=[CH:6][CH:5]=[C:4]2[C:3]=1[NH:8][C:9](=[O:18])[CH:10]=[CH:11]2, predict the reactants needed to synthesize it. (5) Given the product [C:1]([C:3]1[CH:8]=[CH:7][C:6]([CH2:9][CH2:10][CH:11]([CH2:24][C:25]2[CH:26]=[C:27]([F:43])[C:28]([O:32][Si:33]([CH:34]([CH3:36])[CH3:35])([CH:37]([CH3:39])[CH3:38])[CH:40]([CH3:41])[CH3:42])=[C:29]([F:31])[CH:30]=2)[C:12]([OH:14])=[O:13])=[CH:5][CH:4]=1)#[N:2], predict the reactants needed to synthesize it. The reactants are: [C:1]([C:3]1[CH:8]=[CH:7][C:6]([CH2:9][CH2:10][C:11]([CH2:24][C:25]2[CH:30]=[C:29]([F:31])[C:28]([O:32][Si:33]([CH:40]([CH3:42])[CH3:41])([CH:37]([CH3:39])[CH3:38])[CH:34]([CH3:36])[CH3:35])=[C:27]([F:43])[CH:26]=2)(C(OCC=C)=O)[C:12]([O:14]CC=C)=[O:13])=[CH:5][CH:4]=1)#[N:2].C1(P(C2C=CC=CC=2)C2C=CC=CC=2)C=CC=CC=1.C(N(CC)CC)C.C(O)=O. (6) Given the product [NH2:12][N:7]1[CH2:6][C:5]([C:1]([CH3:3])([CH3:2])[CH3:4])=[N:10][NH:9][C:8]1=[O:11], predict the reactants needed to synthesize it. The reactants are: [C:1]([C:5]1[CH2:6][N:7]([NH:12]C(=O)C)[C:8](=[O:11])[NH:9][N:10]=1)([CH3:4])([CH3:3])[CH3:2].Cl.[OH-].[Na+]. (7) Given the product [Cl:1][C:2]1[CH:16]=[CH:15][C:5]([CH2:6][O:7][C:8]2[CH:13]=[CH:12][N:11]([C:18]3[CH:19]=[CH:20][C:21]4[N:25]=[C:24]([CH:26]5[CH2:27][CH2:28]5)[N:23]([CH2:29][CH2:30][CH3:31])[C:22]=4[CH:32]=3)[C:10](=[O:14])[CH:9]=2)=[CH:4][CH:3]=1, predict the reactants needed to synthesize it. The reactants are: [Cl:1][C:2]1[CH:16]=[CH:15][C:5]([CH2:6][O:7][C:8]2[CH:13]=[CH:12][NH:11][C:10](=[O:14])[CH:9]=2)=[CH:4][CH:3]=1.Br[C:18]1[CH:19]=[CH:20][C:21]2[N:25]=[C:24]([CH:26]3[CH2:28][CH2:27]3)[N:23]([CH2:29][CH2:30][CH3:31])[C:22]=2[CH:32]=1.CNCCNC.C(=O)([O-])[O-].[K+].[K+]. (8) The reactants are: [CH2:1]([N:3]1[C:12]2[C:7](=[CH:8][C:9]([F:15])=[C:10](F)[C:11]=2F)[C:6](=[O:16])[C:5]([C:17]([O:19]CC)=[O:18])=[CH:4]1)[CH3:2].[OH-:22].[K+].[CH3:24][O:25][C:26]1[CH:33]=[CH:32][C:29]([CH2:30][OH:31])=[CH:28][CH:27]=1. Given the product [CH2:1]([N:3]1[C:12]2[C:7](=[CH:8][C:9]([F:15])=[C:10]([O:22][CH2:30][C:29]3[CH:32]=[CH:33][C:26]([O:25][CH3:24])=[CH:27][CH:28]=3)[C:11]=2[O:31][CH2:30][C:29]2[CH:32]=[CH:33][C:26]([O:25][CH3:24])=[CH:27][CH:28]=2)[C:6](=[O:16])[C:5]([C:17]([OH:19])=[O:18])=[CH:4]1)[CH3:2], predict the reactants needed to synthesize it. (9) Given the product [O:30]=[C:5]1[NH:4][C:8]2[CH:9]=[CH:10][C:11]([CH:13]([C:15]3[CH:19]=[CH:18][N:17]([C:20]4[N:25]=[CH:24][C:23]([C:26]([O:28][CH3:29])=[O:27])=[CH:22][CH:21]=4)[N:16]=3)[CH3:14])=[CH:12][C:7]=2[S:6]1, predict the reactants needed to synthesize it. The reactants are: COC[N:4]1[C:8]2[CH:9]=[CH:10][C:11]([CH:13]([C:15]3[CH:19]=[CH:18][N:17]([C:20]4[N:25]=[CH:24][C:23]([C:26]([O:28][CH3:29])=[O:27])=[CH:22][CH:21]=4)[N:16]=3)[CH3:14])=[CH:12][C:7]=2[S:6][C:5]1=[O:30].FC(F)(F)C(O)=O.[OH-].[NH4+].